This data is from Experimentally validated miRNA-target interactions with 360,000+ pairs, plus equal number of negative samples. The task is: Binary Classification. Given a miRNA mature sequence and a target amino acid sequence, predict their likelihood of interaction. (1) The miRNA is hsa-miR-124-3p with sequence UAAGGCACGCGGUGAAUGCCAA. The protein sequence of the target gene is MRESALERGPVPEAPAGGPVHAVTVVTLLEKLASMLETLRERQGGLARRQGGLAGSVRRIQSGLGALSRSHDTTSNTLAQLLAKAERVSSHANAAQERAVRRAAQVQRLEANHGLLVARGKLHVLLFKEEGEVPASAFQKAPEPLGPADQSELGPEQLEAEVGESSDEEPVESRAQRLRRTGLQKVQSLRRALSGRKGPAAPPPTPVKPPRLGPGRSAEAQPEAQPALEPTLEPEPPQDTEEDPGRPGAAEEALLQMESVA. Result: 1 (interaction). (2) The miRNA is mmu-let-7g-5p with sequence UGAGGUAGUAGUUUGUACAGUU. The protein sequence of the target gene is MFKKLKQKISEEQQQLQQALAPAQASSSSSTPTRTRSRTSSFTDQLDDVTPNRENASTQATKSPDGVSKDESSPSQSGDTQTFAQKLQLRVPSMESLFRSPIKESLFRSSKEPLVRTSSRESLNQLDLDCSAAAFDPPSDMESEAEDAPWNSDGLSREQLLQRLRRMERSLSSYRGKYSELVTAFQTLQREKKKLQGILSQSQDKSLRRISELREELQMDQQAKKHLQDEFDACLEEKDQYISVLQTQVSLLKQRLQNGPMNVDAPKPLPPGELQAEVHGDTEKMEGVGEPVGGGTSAKT.... Result: 0 (no interaction). (3) The miRNA is mmu-miR-598-3p with sequence UACGUCAUCGUCGUCAUCGUUA. The protein sequence of the target gene is MEKAVNDGSHSEELFCHLKTISEKEDLPRCTSESHLSCLKQDILNEKTELEATLKEAELVTHSVELLLPLFKDTIEKINFENANLSALNLKISEQKEILIKELDTFKSVKLALEHLLRKRDYKQTGDNLSSMLLENLTDNESENTNLKKKVFEKEAHIQELSCLFQSEKANTLKANRFSQSVKVVHERLQIQIHKREAENDKLKEYVKSLETKIAKWNLQSRMNKNEAIVMKEASRQKTVALKKASKVYKQRLDHFTGAIEKLTSQIRDQEAKLSETISASNAWKSHYEKIVIEKTELEV.... Result: 0 (no interaction). (4) The miRNA is hsa-miR-4516 with sequence GGGAGAAGGGUCGGGGC. The protein sequence of the target gene is MSCLLNNMVLMGLALLVCGVQAFFLPNTTSLEKLLSKYQHAEPHSRVRRAIPMSDRQEILMLHNKLRGQVYPPASNMEHMTWDEELERSAAAWAHRCLWEHGPAGLLRSIGQNLAVHWGRYRSPGFHVQSWYDEVKDYTYPYPHECTPRCRERCSGPMCTHYTQMVWATTNKIGCAVHTCRNMNVWGDTWENAVYLVCNYSPKGNWIGEAPYKHGRPCSECPSSYGGGCLNNLCHRAEKPHKHKPEVDMMNEVESPPAPEETHVWVQPRVIKTKKTPVINFMTQVVHCDTKMKDSCKGST.... Result: 0 (no interaction). (5) The miRNA is hsa-miR-4465 with sequence CUCAAGUAGUCUGACCAGGGGA. The protein sequence of the target gene is MIYKCPMCREFFSERADLFMHQKIHTAEKPHKCDKCDKGFFHISELHIHWRDHTGEKVYKCDDCGKDFSTTTKLNRHKKIHTVEKPYKCYECGKAFNWSSHLQIHMRVHTGEKPYVCSECGRGFSNSSNLCMHQRVHTGEKPFKCEECGKAFRHTSSLCMHQRVHTGEKPYKCYECGKAFSQSSSLCIHQRVHTGEKPYRCCGCGKAFSQSSSLCIHQRVHTGEKPFKCDECGKAFSQSTSLCIHQRVHTKERNHLKISVI. Result: 1 (interaction). (6) Result: 0 (no interaction). The miRNA is ssc-miR-187 with sequence UCGUGUCUUGUGUUGCAGCCGG. The protein sequence of the target gene is MASPAPEEHATQGCPATEEQPPRPGVPGEEAGPEGAGPQVEEAAGRVAAALTWLLGEPVLWLGWRADELLSWKRPLRSLLTFLGANLLFWFLALTPWRVYHLISVMILGRVIMQIIKEMVLSRTRGAQLWRSLTESWEVINSKPDERARLSQCIAESWMNFSMFLQEMSLFKQQSPGKFCLLVCSVCTFFTILGSYIPGVILSYLLLLFAFLCPLFKCNDIGQKIYSKVKSILLKLDFGIGEYINQKKRERSEADKEKSHKDDSELDFSALCPKISLTVAAKELSVSDTDVSEVSWTDNG.... (7) The miRNA is hsa-miR-6507-3p with sequence CAAAGUCCUUCCUAUUUUUCCC. The protein sequence of the target gene is MYRRSYVFQTRKEQYEHADEASRAAEPERPADEGWAGATSLAALQGLGERVAAHVQRARALEQRHAGLRRQLDAFQRLGELAGPEDALARQVESNRQRVRDLEAERARLERQGTEAQRALDEFRSKYENECECQLLLKEMLERLNKEADEALLHNLRLQLEAQFLQDDISAAKDRHKKNLLEVQTYISILQQIIHTTPPASIVTSGMREEKLLTEREVAALRSQLEEGREVLSHLQAQRVELQAQTTTLEQAIKSAHECYDDEIQLYNEQIETLRKEIEETERVLEKSSYDCRQLAVAQQ.... Result: 0 (no interaction). (8) The miRNA is mmu-miR-7a-2-3p with sequence CAACAAGUCCCAGUCUGCCACA. The protein sequence of the target gene is MALSFSLLMAVLVLSYKSICSLGCDLPQTHSLGNRRALILLAQMGRISPFSCLKDRHDFGFPQEEFDGNQFQKAQAISVLHEMIQQTFNLFSTKDSSATWEQSLLEKFSTELNQQLNDLEACVIQEVGVEETPLMNVDSILAVKKYFQRITLYLTEKKYSPCAWEVVRAEIMRSFSLSKIFQERLRRKE. Result: 0 (no interaction).